Dataset: Reaction yield outcomes from USPTO patents with 853,638 reactions. Task: Predict the reaction yield, written as a fraction of the theoretical maximum amount of product (1.0 means a 100% yield; for example, 0.34 means a 34% yield). (1) The reactants are [CH2:1]([N:8]1[CH:13]=[CH:12][C:11]([C:14]([O:16]CC2C=CC=CC=2)=[O:15])=[CH:10][C:9]1=[O:24])[C:2]1[CH:7]=[CH:6][CH:5]=[CH:4][CH:3]=1.[OH-].[Na+].Cl. The catalyst is CO.O. The product is [CH2:1]([N:8]1[CH:13]=[CH:12][C:11]([C:14]([OH:16])=[O:15])=[CH:10][C:9]1=[O:24])[C:2]1[CH:3]=[CH:4][CH:5]=[CH:6][CH:7]=1. The yield is 0.200. (2) The reactants are [CH2:1]([O:3][C:4]([N:6]1[CH2:22][CH2:21][C:8]2([CH2:11][CH:10]([N:12]3[CH2:17][CH2:16][CH:15]([C:18](O)=[O:19])[CH2:14][CH2:13]3)[CH2:9]2)[CH2:7]1)=[O:5])[CH3:2].Cl.[CH3:24][C:25]1([NH2:29])[CH2:28][CH2:27][CH2:26]1.CN(C(ON1N=NC2C=CC=NC1=2)=[N+](C)C)C.F[P-](F)(F)(F)(F)F.CCN(C(C)C)C(C)C. The catalyst is CN(C=O)C. The product is [CH3:24][C:25]1([NH:29][C:18]([CH:15]2[CH2:16][CH2:17][N:12]([CH:10]3[CH2:11][C:8]4([CH2:21][CH2:22][N:6]([C:4]([O:3][CH2:1][CH3:2])=[O:5])[CH2:7]4)[CH2:9]3)[CH2:13][CH2:14]2)=[O:19])[CH2:28][CH2:27][CH2:26]1. The yield is 0.355. (3) The reactants are [CH:1]1([N:6]2[C:11]3[N:12]=[C:13](S(C)=O)[N:14]=[CH:15][C:10]=3[CH:9]=[C:8]([CH2:19][O:20][CH2:21][CH3:22])[C:7]2=[O:23])[CH2:5][CH2:4][CH2:3][CH2:2]1.[C:24]([O:28][C:29]([N:31]1[CH2:36][CH2:35][N:34]([C:37]2[CH:38]=[N:39][C:40]([NH2:43])=[CH:41][CH:42]=2)[CH2:33][CH2:32]1)=[O:30])([CH3:27])([CH3:26])[CH3:25]. The catalyst is C1(C)C=CC=CC=1. The product is [C:24]([O:28][C:29]([N:31]1[CH2:36][CH2:35][N:34]([C:37]2[CH:38]=[N:39][C:40]([NH:43][C:13]3[N:14]=[CH:15][C:10]4[CH:9]=[C:8]([CH2:19][O:20][CH2:21][CH3:22])[C:7](=[O:23])[N:6]([CH:1]5[CH2:5][CH2:4][CH2:3][CH2:2]5)[C:11]=4[N:12]=3)=[CH:41][CH:42]=2)[CH2:33][CH2:32]1)=[O:30])([CH3:27])([CH3:25])[CH3:26]. The yield is 0.147. (4) The reactants are [Si:1]([O:8][CH2:9][CH2:10][N:11]1[CH2:19][C:18]2[C:13](=[CH:14][CH:15]=[C:16]([N+:20]([O-])=O)[CH:17]=2)[C:12]1=[O:23])([C:4]([CH3:7])([CH3:6])[CH3:5])([CH3:3])[CH3:2].[H][H]. The catalyst is [Pd].CO. The product is [NH2:20][C:16]1[CH:17]=[C:18]2[C:13](=[CH:14][CH:15]=1)[C:12](=[O:23])[N:11]([CH2:10][CH2:9][O:8][Si:1]([C:4]([CH3:7])([CH3:6])[CH3:5])([CH3:2])[CH3:3])[CH2:19]2. The yield is 0.600. (5) The reactants are [N+:1]([C:4]1[CH:9]=[CH:8][C:7]([N:10]2[CH2:15][CH2:14][O:13][CH2:12][CH2:11]2)=[CH:6][CH:5]=1)([O-])=O.N. The catalyst is CO.[Pd]. The product is [N:10]1([C:7]2[CH:8]=[CH:9][C:4]([NH2:1])=[CH:5][CH:6]=2)[CH2:11][CH2:12][O:13][CH2:14][CH2:15]1. The yield is 0.700. (6) The reactants are [Cl:1][C:2]1[N:3]=[CH:4][N:5]([C:7]2[CH:12]=[CH:11][C:10]([NH:13][C:14]3[N:24]=[C:17]4[C:18](=[O:23])[CH2:19][CH2:20][CH2:21][CH2:22][N:16]4[N:15]=3)=[CH:9][C:8]=2[O:25][CH3:26])[CH:6]=1.[F:27][C:28]1[CH:33]=[CH:32][C:31]([Mg]Br)=[CH:30][CH:29]=1.C1COCC1. The catalyst is C1COCC1. The product is [Cl:1][C:2]1[N:3]=[CH:4][N:5]([C:7]2[CH:12]=[CH:11][C:10]([NH:13][C:14]3[N:24]=[C:17]4[C:18]([C:31]5[CH:32]=[CH:33][C:28]([F:27])=[CH:29][CH:30]=5)([OH:23])[CH2:19][CH2:20][CH2:21][CH2:22][N:16]4[N:15]=3)=[CH:9][C:8]=2[O:25][CH3:26])[CH:6]=1. The yield is 0.0970. (7) The reactants are Cl[C:2]1[C:11]([F:12])=[C:10](Cl)[C:9]2[C:4](=[CH:5][CH:6]=[C:7]([O:14][CH3:15])[CH:8]=2)[N:3]=1. The catalyst is N.[Ni].CO. The product is [F:12][C:11]1[CH:2]=[N:3][C:4]2[C:9]([CH:10]=1)=[CH:8][C:7]([O:14][CH3:15])=[CH:6][CH:5]=2. The yield is 0.410.